From a dataset of Catalyst prediction with 721,799 reactions and 888 catalyst types from USPTO. Predict which catalyst facilitates the given reaction. Reactant: [CH3:1][C:2]1[N:11]=[CH:10][C:9]2[C:4](=[CH:5][C:6]([N+:12]([O-])=O)=[CH:7][CH:8]=2)[N:3]=1.[H][H]. Product: [NH2:12][C:6]1[CH:5]=[C:4]2[C:9]([CH:10]=[N:11][C:2]([CH3:1])=[N:3]2)=[CH:8][CH:7]=1. The catalyst class is: 99.